Dataset: Forward reaction prediction with 1.9M reactions from USPTO patents (1976-2016). Task: Predict the product of the given reaction. (1) Given the reactants [C:1]1([CH3:24])[CH:6]=[C:5]([CH3:7])[CH:4]=[C:3]([CH3:8])[C:2]=1[NH:9][C:10]1[N:14]([CH3:15])[C:13]2[C:16]([NH:20][CH2:21][CH2:22][CH3:23])=[CH:17][CH:18]=[CH:19][C:12]=2[N:11]=1.[CH:25]1([CH:28]=O)[CH2:27][CH2:26]1.C(O)(=O)C.C([BH3-])#N.[Na+], predict the reaction product. The product is: [CH:25]1([CH2:28][N:20]([CH2:21][CH2:22][CH3:23])[C:16]2[C:13]3[N:14]([CH3:15])[C:10]([NH:9][C:2]4[C:3]([CH3:8])=[CH:4][C:5]([CH3:7])=[CH:6][C:1]=4[CH3:24])=[N:11][C:12]=3[CH:19]=[CH:18][CH:17]=2)[CH2:27][CH2:26]1. (2) Given the reactants [CH3:1][O:2][C:3]([C:5]1[C:10]([CH2:11]Br)=[CH:9][C:8]([Br:13])=[CH:7][N:6]=1)=[O:4].C(=O)([O-])[O-].[K+].[K+].Cl.[C:21]([O:25][NH2:26])([CH3:24])([CH3:23])[CH3:22], predict the reaction product. The product is: [CH3:1][O:2][C:3]([C:5]1[C:10]([CH2:11][NH:26][O:25][C:21]([CH3:24])([CH3:23])[CH3:22])=[CH:9][C:8]([Br:13])=[CH:7][N:6]=1)=[O:4]. (3) Given the reactants [CH3:1][O:2][C:3]1[CH:4]=[C:5]2[C:10](=[CH:11][CH:12]=1)[CH:9]=[C:8]([OH:13])[CH:7]=[CH:6]2.C1C(=O)N([Br:21])C(=O)C1, predict the reaction product. The product is: [Br:21][C:9]1[C:10]2[C:5](=[CH:4][C:3]([O:2][CH3:1])=[CH:12][CH:11]=2)[CH:6]=[CH:7][C:8]=1[OH:13]. (4) Given the reactants Cl[Si](C)(C)C.[C:6]([O:10][C:11]([NH:13][C@H:14]([C:17]([O:19]C)=O)[CH2:15]I)=[O:12])([CH3:9])([CH3:8])[CH3:7].[NH2:21][C:22]1[C:23](Br)=[N:24][CH:25]=[CH:26][CH:27]=1, predict the reaction product. The product is: [C:6]([O:10][C:11](=[O:12])[NH:13][C@H:14]1[CH2:15][C:23]2[C:22](=[CH:27][CH:26]=[CH:25][N:24]=2)[NH:21][C:17]1=[O:19])([CH3:7])([CH3:8])[CH3:9]. (5) Given the reactants C(OC([N:8]1[CH2:13][CH2:12][CH:11]([CH2:14][CH2:15][C:16]2[CH:21]=[CH:20][CH:19]=[C:18]([C:22]3[CH:27]=[CH:26][N:25]=[C:24](Cl)[N:23]=3)[CH:17]=2)[CH2:10][CH2:9]1)=O)(C)(C)C.[NH2:29][CH2:30][CH2:31][C:32]1[CH:37]=[CH:36][C:35]([OH:38])=[C:34]([Cl:39])[CH:33]=1, predict the reaction product. The product is: [Cl:39][C:34]1[CH:33]=[C:32]([CH2:31][CH2:30][NH:29][C:24]2[N:23]=[C:22]([C:18]3[CH:19]=[CH:20][CH:21]=[C:16]([CH2:15][CH2:14][CH:11]4[CH2:10][CH2:9][NH:8][CH2:13][CH2:12]4)[CH:17]=3)[CH:27]=[CH:26][N:25]=2)[CH:37]=[CH:36][C:35]=1[OH:38]. (6) Given the reactants [CH2:1]([O:8][C:9](Cl)=[O:10])[C:2]1[CH:7]=[CH:6][CH:5]=[CH:4][CH:3]=1.[NH2:12][CH2:13][CH2:14][NH2:15], predict the reaction product. The product is: [NH2:12][CH2:13][CH2:14][NH:15][C:9](=[O:10])[O:8][CH2:1][C:2]1[CH:7]=[CH:6][CH:5]=[CH:4][CH:3]=1. (7) Given the reactants [CH3:1][C:2]1[N:6]([CH2:7][C:8]2[C:17]3[C:12](=[CH:13][CH:14]=[CH:15][CH:16]=3)[CH:11]=[CH:10][CH:9]=2)[C:5]2[CH:18]=[C:19]([N:23]3[CH2:28][CH2:27][O:26][CH2:25][CH2:24]3)[CH:20]=[C:21](N)[C:4]=2[N:3]=1.N([O-])=[O:30].[Na+].C([O-])(O)=O.[Na+], predict the reaction product. The product is: [CH3:1][C:2]1[N:6]([CH2:7][C:8]2[C:17]3[C:12](=[CH:13][CH:14]=[CH:15][CH:16]=3)[CH:11]=[CH:10][CH:9]=2)[C:5]2[CH:18]=[C:19]([N:23]3[CH2:24][CH2:25][O:26][CH2:27][CH2:28]3)[CH:20]=[C:21]([OH:30])[C:4]=2[N:3]=1. (8) Given the reactants [N+:1]([CH3:4])([O-:3])=[O:2].[CH2:5]([O:7][C:8](=[O:25])[CH:9]=[C:10]1[CH2:15][CH2:14][C:13]([N:21]2[CH2:24][CH2:23][CH2:22]2)([C:16]2[S:17][CH:18]=[CH:19][CH:20]=2)[CH2:12][CH2:11]1)[CH3:6].O.O.O.[F-].C([N+](CCCC)(CCCC)CCCC)CCC, predict the reaction product. The product is: [CH2:5]([O:7][C:8](=[O:25])[CH2:9][C:10]1([CH2:4][N+:1]([O-:3])=[O:2])[CH2:15][CH2:14][C:13]([N:21]2[CH2:24][CH2:23][CH2:22]2)([C:16]2[S:17][CH:18]=[CH:19][CH:20]=2)[CH2:12][CH2:11]1)[CH3:6]. (9) Given the reactants [OH:1][CH2:2][CH2:3][CH2:4][CH2:5][C:6]1[O:10][N:9]=[C:8]([C:11]([O:13][CH2:14][CH3:15])=[O:12])[CH:7]=1.[CH2:16](Br)[C:17]1[CH:22]=[CH:21][CH:20]=[CH:19][CH:18]=1.[H-].[Na+].Cl, predict the reaction product. The product is: [CH2:16]([O:1][CH2:2][CH2:3][CH2:4][CH2:5][C:6]1[O:10][N:9]=[C:8]([C:11]([O:13][CH2:14][CH3:15])=[O:12])[CH:7]=1)[C:17]1[CH:22]=[CH:21][CH:20]=[CH:19][CH:18]=1. (10) Given the reactants [F:1][C:2]([F:7])([F:6])[C:3]([OH:5])=[O:4].C(OC(=O)[NH:14][C:15]1[C:23]2[C:18](=[N:19][CH:20]=[C:21]([C:24]3[CH:29]=[CH:28][C:27]([C@H:30]([NH:32][C:33]4[C:38]([C:39](=[O:51])[NH:40][C@H:41]([C:43]5[CH:48]=[CH:47][C:46]([F:49])=[C:45]([F:50])[CH:44]=5)[CH3:42])=[N:37][C:36]([C:52]#[N:53])=[CH:35][N:34]=4)[CH3:31])=[CH:26][N:25]=3)[CH:22]=2)[NH:17][N:16]=1)(C)(C)C.C(Cl)Cl, predict the reaction product. The product is: [F:50][C:45]1[CH:44]=[C:43]([C@@H:41]([NH:40][C:39]([C:38]2[C:33]([NH:32][C@@H:30]([C:27]3[CH:26]=[N:25][C:24]([C:21]4[CH:22]=[C:23]5[C:15]([NH2:14])=[N:16][NH:17][C:18]5=[N:19][CH:20]=4)=[CH:29][CH:28]=3)[CH3:31])=[N:34][CH:35]=[C:36]([C:52]#[N:53])[N:37]=2)=[O:51])[CH3:42])[CH:48]=[CH:47][C:46]=1[F:49].[C:3]([OH:5])([C:2]([F:7])([F:6])[F:1])=[O:4].